From a dataset of Forward reaction prediction with 1.9M reactions from USPTO patents (1976-2016). Predict the product of the given reaction. (1) Given the reactants [NH2:1][C:2]1[C:7]([OH:8])=[C:6]([NH2:9])[N:5]=[C:4]([C:10]2[C:18]3[C:13](=[N:14][CH:15]=[CH:16][CH:17]=3)[N:12]([CH2:19][C:20]3[CH:25]=[CH:24][CH:23]=[CH:22][C:21]=3[F:26])[N:11]=2)[N:3]=1.C(N(CC)C(C)C)(C)C.[C:36](N1C=CN=C1)(N1C=CN=C1)=[O:37], predict the reaction product. The product is: [NH2:9][C:6]1[C:7]2[O:8][C:36](=[O:37])[NH:1][C:2]=2[N:3]=[C:4]([C:10]2[C:18]3[C:13](=[N:14][CH:15]=[CH:16][CH:17]=3)[N:12]([CH2:19][C:20]3[CH:25]=[CH:24][CH:23]=[CH:22][C:21]=3[F:26])[N:11]=2)[N:5]=1. (2) Given the reactants [Li+].[OH-].[Br:3][C:4]1[CH:5]=[CH:6][C:7]([O:21][CH2:22][C:23]2[CH:28]=[CH:27][C:26]([F:29])=[CH:25][CH:24]=2)=[C:8]([CH:20]=1)[C:9]([O:11]CC1C=CC(F)=CC=1)=[O:10].Cl, predict the reaction product. The product is: [Br:3][C:4]1[CH:5]=[CH:6][C:7]([O:21][CH2:22][C:23]2[CH:24]=[CH:25][C:26]([F:29])=[CH:27][CH:28]=2)=[C:8]([CH:20]=1)[C:9]([OH:11])=[O:10]. (3) Given the reactants [F:1][C:2]1[CH:9]=[CH:8][CH:7]=[CH:6][C:3]=1[CH2:4][OH:5].[ClH:10].[NH2:11][CH2:12][C:13](=[O:19])[CH2:14][CH2:15][C:16](O)=[O:17], predict the reaction product. The product is: [ClH:10].[NH2:11][CH2:12][C:13](=[O:19])[CH2:14][CH2:15][C:16]([O:5][CH2:4][C:3]1[CH:6]=[CH:7][CH:8]=[CH:9][C:2]=1[F:1])=[O:17].